This data is from NCI-60 drug combinations with 297,098 pairs across 59 cell lines. The task is: Regression. Given two drug SMILES strings and cell line genomic features, predict the synergy score measuring deviation from expected non-interaction effect. (1) Synergy scores: CSS=30.4, Synergy_ZIP=-8.33, Synergy_Bliss=-3.60, Synergy_Loewe=-66.6, Synergy_HSA=-3.67. Drug 2: CC(C)NC(=O)C1=CC=C(C=C1)CNNC.Cl. Cell line: LOX IMVI. Drug 1: C1C(C(OC1N2C=C(C(=O)NC2=O)F)CO)O. (2) Drug 1: CCCCCOC(=O)NC1=NC(=O)N(C=C1F)C2C(C(C(O2)C)O)O. Drug 2: CC(C)(C#N)C1=CC(=CC(=C1)CN2C=NC=N2)C(C)(C)C#N. Cell line: HOP-62. Synergy scores: CSS=2.04, Synergy_ZIP=-0.384, Synergy_Bliss=-1.07, Synergy_Loewe=-0.584, Synergy_HSA=-1.84.